This data is from Catalyst prediction with 721,799 reactions and 888 catalyst types from USPTO. The task is: Predict which catalyst facilitates the given reaction. (1) Reactant: [Cl:1][C:2]1[CH:7]=[CH:6][C:5]([C:8]2[CH:9]=[N:10][CH:11]=[C:12]3[C:17]=2[N:16]=[C:15]([C:18]([OH:20])=O)[CH:14]=[CH:13]3)=[CH:4][CH:3]=1.C(N(CC)C(C)C)(C)C.F[P-](F)(F)(F)(F)F.N1(OC(N(C)C)=[N+](C)C)C2N=CC=CC=2N=N1.[F:54][C:55]([F:60])([F:59])[CH2:56][CH2:57][NH2:58]. Product: [Cl:1][C:2]1[CH:3]=[CH:4][C:5]([C:8]2[CH:9]=[N:10][CH:11]=[C:12]3[C:17]=2[N:16]=[C:15]([C:18]([NH:58][CH2:57][CH2:56][C:55]([F:60])([F:59])[F:54])=[O:20])[CH:14]=[CH:13]3)=[CH:6][CH:7]=1. The catalyst class is: 9. (2) Reactant: O=[C:2]([CH:9]1[CH2:14][CH2:13][O:12][CH2:11][CH2:10]1)[CH2:3][C:4]([O:6]CC)=O.[CH3:15][C:16]1[C:21]([C:22]([F:25])([F:24])[F:23])=[CH:20][CH:19]=[CH:18][C:17]=1[CH2:26][C:27]1[C:28]([NH2:33])=[N:29][NH:30][C:31]=1[NH2:32].Cl. Product: [NH2:32][C:31]1[C:27]([CH2:26][C:17]2[CH:18]=[CH:19][CH:20]=[C:21]([C:22]([F:24])([F:23])[F:25])[C:16]=2[CH3:15])=[C:28]2[N:33]=[C:2]([CH:9]3[CH2:10][CH2:11][O:12][CH2:13][CH2:14]3)[CH:3]=[C:4]([OH:6])[N:29]2[N:30]=1. The catalyst class is: 5. (3) Reactant: Cl[C:2]1[N:3]=[N:4][C:5]([Cl:9])=[CH:6][C:7]=1[CH3:8].[C:10]([O:18][CH2:19][CH3:20])(=[O:17])[CH2:11][C:12]([O:14][CH2:15][CH3:16])=[O:13].C(=O)([O-])[O-].[Cs+].[Cs+]. Product: [Cl:9][C:5]1[N:4]=[N:3][C:2]([CH:11]([C:12]([O:14][CH2:15][CH3:16])=[O:13])[C:10]([O:18][CH2:19][CH3:20])=[O:17])=[C:7]([CH3:8])[CH:6]=1. The catalyst class is: 16. (4) Reactant: [CH3:1][O:2][C:3]1[CH:4]=[C:5]([OH:21])[C:6]2[CH2:7][CH:8]([C:13]3[CH:18]=[CH:17][C:16]([O:19][CH3:20])=[CH:15][CH:14]=3)[CH2:9][CH2:10][C:11]=2[CH:12]=1.[CH2:22]([O:29][C:30]1[CH:35]=[CH:34][C:33](B(O)O)=[CH:32][CH:31]=1)[C:23]1[CH:28]=[CH:27][CH:26]=[CH:25][CH:24]=1.C(N(CC)CC)C. Product: [CH2:22]([O:29][C:30]1[CH:35]=[CH:34][C:33]([O:21][C:5]2[CH:4]=[C:3]([O:2][CH3:1])[CH:12]=[C:11]3[C:6]=2[CH2:7][CH:8]([C:13]2[CH:14]=[CH:15][C:16]([O:19][CH3:20])=[CH:17][CH:18]=2)[CH2:9][CH2:10]3)=[CH:32][CH:31]=1)[C:23]1[CH:28]=[CH:27][CH:26]=[CH:25][CH:24]=1. The catalyst class is: 221. (5) Reactant: [CH3:1][C@H:2]1[CH2:6][CH2:5][CH2:4][N:3]1[C:7]1[CH:12]=[CH:11][CH:10]=[C:9]([N+:13]([O-])=O)[CH:8]=1. Product: [CH3:1][C@H:2]1[CH2:6][CH2:5][CH2:4][N:3]1[C:7]1[CH:8]=[C:9]([NH2:13])[CH:10]=[CH:11][CH:12]=1. The catalyst class is: 19.